Dataset: Forward reaction prediction with 1.9M reactions from USPTO patents (1976-2016). Task: Predict the product of the given reaction. (1) Given the reactants [CH2:1](Cl)[C:2]([C:4]1[CH:9]=[CH:8][CH:7]=[CH:6][CH:5]=1)=O.[S-:11][C:12]#[N:13].[Na+].[CH3:15][O:16][C:17](=[O:28])[C@H:18]([CH2:20][C:21]1[CH:26]=[CH:25][C:24]([OH:27])=[CH:23][CH:22]=1)[NH2:19], predict the reaction product. The product is: [OH:27][C:24]1[CH:23]=[CH:22][C:21]([CH2:20][C@H:18]([NH:19][C:12]2[S:11][CH:1]=[C:2]([C:4]3[CH:9]=[CH:8][CH:7]=[CH:6][CH:5]=3)[N:13]=2)[C:17]([O:16][CH3:15])=[O:28])=[CH:26][CH:25]=1. (2) Given the reactants [CH2:1]([S:3]([C:6]1[CH:7]=[C:8]([C:12]2[CH:20]=[C:19]([CH2:21]O)[CH:18]=[C:17]3[C:13]=2[C:14]2[CH:26]=[C:25]([CH3:27])[CH:24]=[N:23][C:15]=2[NH:16]3)[CH:9]=[CH:10][CH:11]=1)(=[O:5])=[O:4])[CH3:2].[NH:28]1[CH2:32][CH2:31][CH2:30][CH2:29]1.C(S(C1C=C(C2C=C(CN(C)C)C=C3C=2C2C=C(C)C=NC=2N3)C=CC=1)(=O)=O)C, predict the reaction product. The product is: [CH2:1]([S:3]([C:6]1[CH:7]=[C:8]([C:12]2[CH:20]=[C:19]([CH2:21][N:28]3[CH2:32][CH2:31][CH2:30][CH2:29]3)[CH:18]=[C:17]3[C:13]=2[C:14]2[CH:26]=[C:25]([CH3:27])[CH:24]=[N:23][C:15]=2[NH:16]3)[CH:9]=[CH:10][CH:11]=1)(=[O:5])=[O:4])[CH3:2]. (3) Given the reactants C([N:8]1[CH2:13][C@H:12]2[CH2:14][C@@H:9]1[CH2:10][N:11]2[C:15]1[CH:25]=[CH:24][C:18]([C:19]([O:21][CH2:22][CH3:23])=[O:20])=[CH:17][CH:16]=1)C1C=CC=CC=1, predict the reaction product. The product is: [CH:19]([OH:21])=[O:20].[C@@H:12]12[CH2:14][C@@H:9]([NH:8][CH2:13]1)[CH2:10][N:11]2[C:15]1[CH:16]=[CH:17][C:18]([C:19]([O:21][CH2:22][CH3:23])=[O:20])=[CH:24][CH:25]=1. (4) The product is: [C:1]([O:5][C:6](=[O:8])[NH:7][C:21](=[NH:22])[C:19]1[S:20][C:16]([S:15][CH3:14])=[C:17]([S:23]([C:26]2[CH:31]=[CH:30][CH:29]=[C:28]([N:32]3[CH2:37][CH2:36][CH2:35][CH2:34][CH2:33]3)[CH:27]=2)(=[O:25])=[O:24])[CH:18]=1)([CH3:4])([CH3:3])[CH3:2]. Given the reactants [C:1]([O:5][C:6](=[O:8])[NH2:7])([CH3:4])([CH3:3])[CH3:2].[Li]CCCC.[CH3:14][S:15][C:16]1[S:20][C:19]([C:21]#[N:22])=[CH:18][C:17]=1[S:23]([C:26]1[CH:31]=[CH:30][CH:29]=[C:28]([N:32]2[CH2:37][CH2:36][CH2:35][CH2:34][CH2:33]2)[CH:27]=1)(=[O:25])=[O:24], predict the reaction product. (5) Given the reactants [CH2:1]([N:8]1[C@H:12]([CH2:13]O)[CH2:11][CH2:10][C@@H:9]1CO)[C:2]1[CH:7]=[CH:6][CH:5]=[CH:4][CH:3]=1.S(Cl)([Cl:19])=O.[CH:21]([Cl:24])(Cl)Cl, predict the reaction product. The product is: [ClH:19].[CH2:1]([N:8]1[C@H:12]([CH2:13][Cl:19])[CH2:11][CH2:10][C@@H:9]1[CH2:21][Cl:24])[C:2]1[CH:7]=[CH:6][CH:5]=[CH:4][CH:3]=1. (6) Given the reactants [C:1]([O:5][C:6](=[O:30])[N:7]([CH2:9][CH:10]1[CH2:19][C:18](=O)[C:17]2[C:12](=[CH:13][C:14]([S:21]([C:24]3[CH:29]=[CH:28][CH:27]=[CH:26][CH:25]=3)(=[O:23])=[O:22])=[CH:15][CH:16]=2)[O:11]1)[CH3:8])([CH3:4])([CH3:3])[CH3:2], predict the reaction product. The product is: [C:1]([O:5][C:6](=[O:30])[N:7]([CH2:9][CH:10]1[CH2:19][CH2:18][C:17]2[C:12](=[CH:13][C:14]([S:21]([C:24]3[CH:29]=[CH:28][CH:27]=[CH:26][CH:25]=3)(=[O:23])=[O:22])=[CH:15][CH:16]=2)[O:11]1)[CH3:8])([CH3:4])([CH3:2])[CH3:3]. (7) Given the reactants [C:16]([O:15][C:13](=[O:14])[C@@H:12]([NH:20][S:21]([C:24]1[CH:25]=[CH:26][C:27]([Br:30])=[CH:28][CH:29]=1)(=[O:22])=[O:23])[CH2:11][S:10][S:10][CH2:11][C@H:12]([NH:20][S:21]([C:24]1[CH:29]=[CH:28][C:27]([Br:30])=[CH:26][CH:25]=1)(=[O:23])=[O:22])[C:13]([O:15][C:16]([CH3:19])([CH3:18])[CH3:17])=[O:14])([CH3:19])([CH3:17])[CH3:18].SC[C@@H]([C@@H](CS)O)O, predict the reaction product. The product is: [C:16]([O:15][C:13](=[O:14])[C@H:12]([CH2:11][SH:10])[NH:20][S:21]([C:24]1[CH:25]=[CH:26][C:27]([Br:30])=[CH:28][CH:29]=1)(=[O:22])=[O:23])([CH3:19])([CH3:17])[CH3:18]. (8) Given the reactants O.[OH-].[Li+].C[O:5][C:6]([C:8]1[N:12]=[C:11]([C:13]2[CH:18]=[CH:17][C:16]([C:19]#[N:20])=[CH:15][N:14]=2)[N:10]([C:21]2[CH:22]=[N:23][C:24]([O:27][CH3:28])=[CH:25][CH:26]=2)[N:9]=1)=[O:7].O.Cl, predict the reaction product. The product is: [C:19]([C:16]1[CH:17]=[CH:18][C:13]([C:11]2[N:10]([C:21]3[CH:22]=[N:23][C:24]([O:27][CH3:28])=[CH:25][CH:26]=3)[N:9]=[C:8]([C:6]([OH:7])=[O:5])[N:12]=2)=[N:14][CH:15]=1)#[N:20].